From a dataset of Reaction yield outcomes from USPTO patents with 853,638 reactions. Predict the reaction yield, written as a fraction of the theoretical maximum amount of product (1.0 means a 100% yield; for example, 0.34 means a 34% yield). (1) The reactants are [C:1]([O:5][C:6]([NH:8][CH2:9][CH:10]1[CH2:15][CH2:14][N:13]([CH2:16][C:17]2([C:23]([O-:25])=[O:24])[CH2:22][CH2:21][O:20][CH2:19][CH2:18]2)[CH2:12][CH2:11]1)=[O:7])([CH3:4])([CH3:3])[CH3:2].Cl. The catalyst is CO.[OH-].[Na+]. The product is [C:1]([O:5][C:6]([NH:8][CH2:9][CH:10]1[CH2:11][CH2:12][N:13]([CH2:16][C:17]2([C:23]([OH:25])=[O:24])[CH2:18][CH2:19][O:20][CH2:21][CH2:22]2)[CH2:14][CH2:15]1)=[O:7])([CH3:4])([CH3:2])[CH3:3]. The yield is 0.650. (2) The catalyst is CN(C=O)C. The yield is 0.930. The reactants are [Li]N([Si](C)(C)C)[Si](C)(C)C.C1COCC1.[NH:16]1[CH:20]=[CH:19][N:18]=[C:17]1[C:21]([O:23][CH2:24][CH3:25])=[O:22].[NH2:26]OP(=O)(C1C=CC=CC=1)C1C=CC=CC=1. The product is [NH2:26][N:16]1[CH:20]=[CH:19][N:18]=[C:17]1[C:21]([O:23][CH2:24][CH3:25])=[O:22]. (3) The reactants are [N:1]1[C:10]2[C:5](=[C:6]([CH:11]([CH3:16])[C:12](OC)=[O:13])[CH:7]=[CH:8][CH:9]=2)[CH:4]=[CH:3][CH:2]=1.[H-].[Al+3].[Li+].[H-].[H-].[H-]. The catalyst is C1COCC1. The product is [N:1]1[C:10]2[C:5](=[C:6]([CH:11]([CH3:16])[CH2:12][OH:13])[CH:7]=[CH:8][CH:9]=2)[CH:4]=[CH:3][CH:2]=1. The yield is 0.740. (4) The reactants are [N:1]1[CH:6]=[CH:5][CH:4]=[CH:3][C:2]=1[CH2:7][N:8]1[C:16]2[C:11](=[CH:12][CH:13]=[CH:14][CH:15]=2)[C:10]([C:17]([O:19]C)=[O:18])=[N:9]1.[OH-].[Na+]. The catalyst is CO. The product is [N:1]1[CH:6]=[CH:5][CH:4]=[CH:3][C:2]=1[CH2:7][N:8]1[C:16]2[C:11](=[CH:12][CH:13]=[CH:14][CH:15]=2)[C:10]([C:17]([OH:19])=[O:18])=[N:9]1. The yield is 0.450. (5) The catalyst is ClCCl. The yield is 0.470. The product is [Cl:1][C:2]1[CH:18]=[C:17]([Cl:19])[CH:16]=[CH:15][C:3]=1[CH2:4][NH:5][C:6]([N:8]1[CH2:14][CH:13]2[CH:10]([CH2:11][N:12]2[S:39]([C:33]2[CH:38]=[CH:37][CH:36]=[CH:35][CH:34]=2)(=[O:41])=[O:40])[CH2:9]1)=[O:7]. The reactants are [Cl:1][C:2]1[CH:18]=[C:17]([Cl:19])[CH:16]=[CH:15][C:3]=1[CH2:4][NH:5][C:6]([N:8]1[CH2:14][CH:13]2[CH:10]([CH2:11][NH:12]2)[CH2:9]1)=[O:7].C(N(CC)CC)C.N1C=CC=CC=1.[C:33]1([S:39](Cl)(=[O:41])=[O:40])[CH:38]=[CH:37][CH:36]=[CH:35][CH:34]=1. (6) The reactants are [CH3:1][S:2][CH2:3][S:4]([C:7]1[CH:12]=[CH:11][CH:10]=[CH:9][CH:8]=1)(=[O:6])=[O:5].[H-].[Na+].Br[CH2:16][C@:17]1([C:22]2[C:31]3[C:26](=[CH:27][CH:28]=[CH:29][CH:30]=3)[CH:25]=[CH:24][CH:23]=2)[CH2:19][CH:18]1[CH2:20]Br.C(OCC)(=O)C.CCCCCC. The catalyst is CN(C)C=O. The product is [C:7]1([S:4]([C:3]2([S:2][CH3:1])[CH2:20][C@@H:18]3[C@@:17]([C:22]4[C:31]5[C:26](=[CH:27][CH:28]=[CH:29][CH:30]=5)[CH:25]=[CH:24][CH:23]=4)([CH2:19]3)[CH2:16]2)(=[O:5])=[O:6])[CH:12]=[CH:11][CH:10]=[CH:9][CH:8]=1. The yield is 0.690. (7) The reactants are [N:1]1[C:5]2[CH:6]=[CH:7][CH:8]=[CH:9][C:4]=2[NH:3][C:2]=1[CH2:10][CH2:11][C:12]1[CH:13]=[C:14]([OH:18])[CH:15]=[CH:16][CH:17]=1.C([O-])([O-])=O.[K+].[K+].[CH2:25](I)[CH3:26].C(C1C2NC(CC)=NC=2C=CC=1)C. The catalyst is CN(C=O)C. The product is [N:1]1[C:5]2[CH:6]=[CH:7][CH:8]=[CH:9][C:4]=2[NH:3][C:2]=1[CH2:10][CH2:11][C:12]1[CH:17]=[CH:16][CH:15]=[C:14]([O:18][CH2:25][CH3:26])[CH:13]=1. The yield is 0.380. (8) The reactants are [CH2:1]([O:3][C:4]1[CH:5]=[C:6]([N:10]2[CH2:18][CH2:17][C:12]3([NH:16][CH2:15][CH2:14][CH2:13]3)[CH2:11]2)[CH:7]=[N:8][CH:9]=1)[CH3:2].C=O.[C:21](=O)(O)[O-].[Na+]. The catalyst is C(O)=O. The product is [CH3:21][N:16]1[C:12]2([CH2:17][CH2:18][N:10]([C:6]3[CH:7]=[N:8][CH:9]=[C:4]([O:3][CH2:1][CH3:2])[CH:5]=3)[CH2:11]2)[CH2:13][CH2:14][CH2:15]1. The yield is 0.893.